Dataset: Reaction yield outcomes from USPTO patents with 853,638 reactions. Task: Predict the reaction yield, written as a fraction of the theoretical maximum amount of product (1.0 means a 100% yield; for example, 0.34 means a 34% yield). The yield is 0.210. The reactants are Br[C:2]1[CH:7]=[CH:6][N:5]2[CH:8]=[C:9]([C:11]3[CH:16]=[CH:15][C:14]([O:17][CH3:18])=[CH:13][CH:12]=3)[N:10]=[C:4]2[CH:3]=1.[NH:19]1[CH2:23][CH2:22][CH2:21][CH2:20]1. The product is [CH3:18][O:17][C:14]1[CH:15]=[CH:16][C:11]([C:9]2[N:10]=[C:4]3[CH:3]=[C:2]([N:19]4[CH2:23][CH2:22][CH2:21][CH2:20]4)[CH:7]=[CH:6][N:5]3[CH:8]=2)=[CH:12][CH:13]=1. No catalyst specified.